The task is: Predict the reaction yield, written as a fraction of the theoretical maximum amount of product (1.0 means a 100% yield; for example, 0.34 means a 34% yield).. This data is from Reaction yield outcomes from USPTO patents with 853,638 reactions. (1) The reactants are Br[C:2]1[CH:7]=[CH:6][C:5]([C:8]2[N:12]([CH2:13][C@@H:14]3[CH2:18][CH2:17][N:16]([C:19]([CH:21]4[CH2:23][CH2:22]4)=[O:20])[CH2:15]3)[N:11]=[N:10][CH:9]=2)=[CH:4][CH:3]=1.[NH:24]1[C:32]2[C:27](=[CH:28][CH:29]=[C:30](B(O)O)[CH:31]=2)[CH:26]=[CH:25]1. The catalyst is COCCOC.C1C=CC([P]([Pd]([P](C2C=CC=CC=2)(C2C=CC=CC=2)C2C=CC=CC=2)([P](C2C=CC=CC=2)(C2C=CC=CC=2)C2C=CC=CC=2)[P](C2C=CC=CC=2)(C2C=CC=CC=2)C2C=CC=CC=2)(C2C=CC=CC=2)C2C=CC=CC=2)=CC=1. The product is [CH:21]1([C:19]([N:16]2[CH2:17][CH2:18][C@@H:14]([CH2:13][N:12]3[C:8]([C:5]4[CH:6]=[CH:7][C:2]([C:30]5[CH:31]=[C:32]6[C:27]([CH:26]=[CH:25][NH:24]6)=[CH:28][CH:29]=5)=[CH:3][CH:4]=4)=[CH:9][N:10]=[N:11]3)[CH2:15]2)=[O:20])[CH2:23][CH2:22]1. The yield is 0.790. (2) The reactants are N(C(C)C)C(C)C.[Li]CCCC.[Si:13](Cl)([CH3:16])([CH3:15])[CH3:14].[CH3:18][C:19]1([CH3:44])[CH2:28][CH2:27][C:26]2[C:21](=[CH:22][CH:23]=[C:24]([C:29](=[O:43])[CH2:30][C:31]3[CH:36]=[C:35]([O:37][CH3:38])[C:34]([O:39][CH3:40])=[C:33]([O:41][CH3:42])[CH:32]=3)[CH:25]=2)[O:20]1. The catalyst is C1COCC1.C(OCC)C. The product is [CH3:18][C:19]1([CH3:44])[CH2:28][CH2:27][C:26]2[C:21](=[CH:22][CH:23]=[C:24]([C:29]([O:43][Si:13]([CH3:16])([CH3:15])[CH3:14])=[CH:30][C:31]3[CH:36]=[C:35]([O:37][CH3:38])[C:34]([O:39][CH3:40])=[C:33]([O:41][CH3:42])[CH:32]=3)[CH:25]=2)[O:20]1. The yield is 0.740.